From a dataset of Forward reaction prediction with 1.9M reactions from USPTO patents (1976-2016). Predict the product of the given reaction. (1) Given the reactants C[O:2][C:3]1[C:8]2[NH:9][C:10]([C:12]3[S:13][CH:14]=[CH:15][CH:16]=3)=[N:11][C:7]=2[C:6]([C:17]([NH:19][C@H:20]2[CH2:25][CH2:24][CH2:23][N:22](C(OC(C)(C)C)=O)[CH2:21]2)=[O:18])=[CH:5][CH:4]=1.B(Br)(Br)Br, predict the reaction product. The product is: [OH:2][C:3]1[C:8]2[NH:9][C:10]([C:12]3[S:13][CH:14]=[CH:15][CH:16]=3)=[N:11][C:7]=2[C:6]([C:17]([NH:19][C@H:20]2[CH2:25][CH2:24][CH2:23][NH:22][CH2:21]2)=[O:18])=[CH:5][CH:4]=1. (2) Given the reactants [F:1][C:2]1[CH:7]=[C:6]([F:8])[CH:5]=[CH:4][C:3]=1I.[Cl-].[Li+].C([Mg]Cl)(C)C.[CH2:17]([O:19][C:20](=[O:32])[C:21]([C:30]#[N:31])=[CH:22][C:23]1[CH:28]=[CH:27][C:26]([Br:29])=[CH:25][CH:24]=1)[CH3:18].[Cl-].[NH4+], predict the reaction product. The product is: [CH2:17]([O:19][C:20](=[O:32])[CH:21]([C:30]#[N:31])[CH:22]([C:23]1[CH:24]=[CH:25][C:26]([Br:29])=[CH:27][CH:28]=1)[C:3]1[CH:4]=[CH:5][C:6]([F:8])=[CH:7][C:2]=1[F:1])[CH3:18]. (3) The product is: [Si:1]([O:8][CH2:9][C@H:10]1[O:18][C@H:17]2[C@H:13]([N:14]=[C:15]([N:19]([CH3:20])[CH3:21])[S:16]2)[C@@H:12]([O:22][CH2:27][C:28]2[CH:33]=[CH:32][C:31]([O:34][CH3:35])=[CH:30][CH:29]=2)[C@@H:11]1[O:23][CH2:27][C:28]1[CH:33]=[CH:32][C:31]([O:34][CH3:35])=[CH:30][CH:29]=1)([C:4]([CH3:7])([CH3:5])[CH3:6])([CH3:3])[CH3:2]. Given the reactants [Si:1]([O:8][CH2:9][C@H:10]1[O:18][C@H:17]2[C@H:13]([N:14]=[C:15]([N:19]([CH3:21])[CH3:20])[S:16]2)[C@@H:12]([OH:22])[C@@H:11]1[OH:23])([C:4]([CH3:7])([CH3:6])[CH3:5])([CH3:3])[CH3:2].[H-].[Na+].Br[CH2:27][C:28]1[CH:33]=[CH:32][C:31]([O:34][CH3:35])=[CH:30][CH:29]=1, predict the reaction product.